This data is from Forward reaction prediction with 1.9M reactions from USPTO patents (1976-2016). The task is: Predict the product of the given reaction. (1) Given the reactants C(O)(=O)C.[F-].C([N+](CCCC)(CCCC)CCCC)CCC.[Si]([O:30][CH2:31][C:32]1[C:37]([C:38]([O:40][C:41]([CH3:44])([CH3:43])[CH3:42])=[O:39])=[C:36]([O:45][CH2:46][O:47][CH3:48])[C:35]([CH2:49][CH3:50])=[CH:34][CH:33]=1)(C(C)(C)C)(C)C.O, predict the reaction product. The product is: [CH2:49]([C:35]1[C:36]([O:45][CH2:46][O:47][CH3:48])=[C:37]([C:32]([CH2:31][OH:30])=[CH:33][CH:34]=1)[C:38]([O:40][C:41]([CH3:44])([CH3:42])[CH3:43])=[O:39])[CH3:50]. (2) Given the reactants [CH3:1][O:2][CH2:3][C:4]([CH:11]([O:13][CH:14]1CCCCC1)C)([C:7]([CH3:10])([CH3:9])[CH3:8])[CH2:5][OH:6].[H-].[Na+].[I-].[CH3:23][CH2:24][CH2:25][CH2:26][CH2:27][CH3:28].[C:29](OCC)(=O)C, predict the reaction product. The product is: [CH3:14][O:13][CH2:11][C:4]([CH2:3][O:2][CH3:1])([C:7]([CH3:8])([CH3:10])[CH3:9])[CH2:5][O:6][C:25]1([CH3:29])[CH2:24][CH2:23][CH2:28][CH2:27][CH2:26]1. (3) Given the reactants Br[CH2:2][C:3]1[N:8]=[CH:7][N:6]2[N:9]=[CH:10][N:11]=[C:5]2[C:4]=1[CH2:12][CH2:13][CH3:14].[NH:15]1[CH:19]=[CH:18][N:17]=[C:16]1[C:20]1[N:27]=[CH:26][CH:25]=[CH:24][C:21]=1[C:22]#[N:23].C([O-])([O-])=O.[K+].[K+], predict the reaction product. The product is: [CH2:12]([C:4]1[C:5]2[N:6]([N:9]=[CH:10][N:11]=2)[CH:7]=[N:8][C:3]=1[CH2:2][N:15]1[CH:19]=[CH:18][N:17]=[C:16]1[C:20]1[N:27]=[CH:26][CH:25]=[CH:24][C:21]=1[C:22]#[N:23])[CH2:13][CH3:14].